From a dataset of Forward reaction prediction with 1.9M reactions from USPTO patents (1976-2016). Predict the product of the given reaction. (1) Given the reactants [Cl:1][C:2]1[CH:10]=[C:9]2[C:5]([C:6]([CH2:18][C:19]3[CH:24]=[CH:23][CH:22]=[C:21]([Cl:25])[CH:20]=3)([CH:12]3[CH2:17][CH2:16][CH2:15][NH:14][CH2:13]3)[C:7](=[O:11])[NH:8]2)=[CH:4][CH:3]=1.C(N(CC)CC)C.[CH3:33][O:34][C:35]1[CH:40]=[CH:39][C:38]([N:41]=[C:42]=[O:43])=[CH:37][CH:36]=1, predict the reaction product. The product is: [CH3:33][O:34][C:35]1[CH:40]=[CH:39][C:38]([NH:41][C:42]([N:14]2[CH2:15][CH2:16][CH2:17][CH:12]([C:6]3([CH2:18][C:19]4[CH:24]=[CH:23][CH:22]=[C:21]([Cl:25])[CH:20]=4)[C:5]4[C:9](=[CH:10][C:2]([Cl:1])=[CH:3][CH:4]=4)[NH:8][C:7]3=[O:11])[CH2:13]2)=[O:43])=[CH:37][CH:36]=1. (2) Given the reactants [OH:1][CH2:2][C:3]([CH2:8][OH:9])([CH2:6][OH:7])[CH2:4][OH:5].[H-].[Na+].[Cl:12][C:13]1[CH:18]=[CH:17][C:16]([CH:19]([C:43]2[CH:48]=[CH:47][C:46]([Cl:49])=[CH:45][CH:44]=2)[C:20]2[CH:21]=[C:22]3[C:27](=[CH:28][CH:29]=2)[N:26]=[C:25](Cl)[N:24]=[C:23]3[NH:31][CH2:32][C:33]2[CH:38]=[CH:37][CH:36]=[C:35]([C:39]([F:42])([F:41])[F:40])[CH:34]=2)=[CH:15][CH:14]=1, predict the reaction product. The product is: [Cl:49][C:46]1[CH:47]=[CH:48][C:43]([CH:19]([C:16]2[CH:15]=[CH:14][C:13]([Cl:12])=[CH:18][CH:17]=2)[C:20]2[CH:21]=[C:22]3[C:27](=[CH:28][CH:29]=2)[N:26]=[C:25]([O:1][CH2:2][C:3]([CH2:8][OH:9])([CH2:6][OH:7])[CH2:4][OH:5])[N:24]=[C:23]3[NH:31][CH2:32][C:33]2[CH:38]=[CH:37][CH:36]=[C:35]([C:39]([F:42])([F:41])[F:40])[CH:34]=2)=[CH:44][CH:45]=1. (3) Given the reactants FC(F)(F)S(O[C:7]1[C:11]2[C:12]([O:16][CH3:17])=[N:13][CH:14]=[CH:15][C:10]=2[N:9]([C:18]2[C:23]([F:24])=[CH:22][CH:21]=[CH:20][C:19]=2[F:25])[N:8]=1)(=O)=O.[C:28]([CH2:30][C:31]1[CH:36]=[CH:35][C:34](B(O)O)=[CH:33][CH:32]=1)#[N:29].C(=O)([O-])[O-].[K+].[K+], predict the reaction product. The product is: [F:24][C:23]1[CH:22]=[CH:21][CH:20]=[C:19]([F:25])[C:18]=1[N:9]1[C:10]2[CH:15]=[CH:14][N:13]=[C:12]([O:16][CH3:17])[C:11]=2[C:7]([C:34]2[CH:35]=[CH:36][C:31]([CH2:30][C:28]#[N:29])=[CH:32][CH:33]=2)=[N:8]1. (4) Given the reactants C([N-]C(C)C)(C)C.[Li+].[CH3:9][O:10][C:11]1[N:16]=[CH:15][C:14]([C:17]#[N:18])=[CH:13][CH:12]=1.[I:19]I.[Cl-].[NH4+], predict the reaction product. The product is: [I:19][C:13]1[CH:12]=[C:11]([O:10][CH3:9])[N:16]=[CH:15][C:14]=1[C:17]#[N:18].